Task: Predict the product of the given reaction.. Dataset: Forward reaction prediction with 1.9M reactions from USPTO patents (1976-2016) (1) Given the reactants [C:1]([O:5][C:6]([N:8]1[C:16]2[C:11](=[CH:12][C:13]([OH:17])=[CH:14][CH:15]=2)[CH:10]=[C:9]1[C:18]1[C:19](=[O:48])[N:20]([CH2:40][O:41][CH2:42][CH2:43][Si:44]([CH3:47])([CH3:46])[CH3:45])[CH:21]=[C:22]([NH:24][C:25]([C:27]2[CH:28]=[N:29][N:30]([CH2:32][C:33]3[CH:38]=[CH:37][C:36]([CH3:39])=[CH:35][CH:34]=3)[CH:31]=2)=[O:26])[CH:23]=1)=[O:7])([CH3:4])([CH3:3])[CH3:2].Cl.Cl[CH2:51][CH2:52][N:53]1[CH2:58][CH2:57][CH2:56][CH2:55][CH2:54]1.C(=O)([O-])[O-].[Cs+].[Cs+], predict the reaction product. The product is: [C:1]([O:5][C:6]([N:8]1[C:16]2[C:11](=[CH:12][C:13]([O:17][CH2:51][CH2:52][N:53]3[CH2:58][CH2:57][CH2:56][CH2:55][CH2:54]3)=[CH:14][CH:15]=2)[CH:10]=[C:9]1[C:18]1[C:19](=[O:48])[N:20]([CH2:40][O:41][CH2:42][CH2:43][Si:44]([CH3:45])([CH3:47])[CH3:46])[CH:21]=[C:22]([NH:24][C:25]([C:27]2[CH:28]=[N:29][N:30]([CH2:32][C:33]3[CH:38]=[CH:37][C:36]([CH3:39])=[CH:35][CH:34]=3)[CH:31]=2)=[O:26])[CH:23]=1)=[O:7])([CH3:2])([CH3:4])[CH3:3]. (2) Given the reactants [NH2:1][C:2]1[CH:9]=[CH:8][C:5]([C:6]#[N:7])=[CH:4][CH:3]=1.[Br:10][C:11]1[N:12]=[C:13](Br)[C:14]2[N:15]([CH:17]=[CH:18][N:19]=2)[CH:16]=1.C(OCC)(=O)C, predict the reaction product. The product is: [Br:10][C:11]1[N:12]=[C:13]([NH:1][C:2]2[CH:9]=[CH:8][C:5]([C:6]#[N:7])=[CH:4][CH:3]=2)[C:14]2[N:15]([CH:17]=[CH:18][N:19]=2)[CH:16]=1. (3) Given the reactants COC(C1C=C(NS(C2C=CC(C)=CC=2)(=O)=O)C2C(=C(OCC3C=CC=CC=3)C=CC=2)N=1)=O.[C:34]([C:36]1[C:37]([C:50]([OH:52])=[O:51])=[N:38][C:39]2[C:44]([C:45]=1[OH:46])=[CH:43][CH:42]=[CH:41][C:40]=2[N+:47]([O-:49])=[O:48])#[CH:35], predict the reaction product. The product is: [CH2:34]([C:36]1[C:37]([C:50]([OH:52])=[O:51])=[N:38][C:39]2[C:44]([C:45]=1[OH:46])=[CH:43][CH:42]=[CH:41][C:40]=2[N+:47]([O-:49])=[O:48])[CH3:35]. (4) Given the reactants [CH3:1][O-].[Na+].[NH2:4][C:5]1[CH:6]=[C:7]2[C:12](=[CH:13][CH:14]=1)[CH:11]=[C:10]([C:15]1[CH:30]=[CH:29][C:18]([O:19][CH2:20][CH2:21][O:22][CH2:23][CH2:24][O:25][CH2:26][CH2:27][OH:28])=[CH:17][CH:16]=1)[CH:9]=[CH:8]2.C=O.[BH4-].[Na+], predict the reaction product. The product is: [CH3:1][NH:4][C:5]1[CH:6]=[C:7]2[C:12](=[CH:13][CH:14]=1)[CH:11]=[C:10]([C:15]1[CH:16]=[CH:17][C:18]([O:19][CH2:20][CH2:21][O:22][CH2:23][CH2:24][O:25][CH2:26][CH2:27][OH:28])=[CH:29][CH:30]=1)[CH:9]=[CH:8]2. (5) Given the reactants [Br-].[CH2:2]([P+](C1C=CC=CC=1)(C1C=CC=CC=1)C1C=CC=CC=1)[C:3]1[CH:8]=[CH:7][CH:6]=[CH:5][CH:4]=1.C[Si]([N-][Si](C)(C)C)(C)C.[K+].[CH:38]([C:40]1[CH:41]=[C:42]([N:46]([CH2:52][C:53]2[CH:54]=[N:55][CH:56]=[CH:57][CH:58]=2)[S:47]([CH2:50][CH3:51])(=[O:49])=[O:48])[CH:43]=[CH:44][CH:45]=1)=O, predict the reaction product. The product is: [C:3]1([CH:2]=[CH:38][C:40]2[CH:41]=[C:42]([N:46]([CH2:52][C:53]3[CH:54]=[N:55][CH:56]=[CH:57][CH:58]=3)[S:47]([CH2:50][CH3:51])(=[O:49])=[O:48])[CH:43]=[CH:44][CH:45]=2)[CH:8]=[CH:7][CH:6]=[CH:5][CH:4]=1. (6) Given the reactants [CH2:1](Br)[C:2]1[CH:7]=[CH:6][CH:5]=[CH:4][CH:3]=1.[NH2:9][C:10]1[CH:22]=[C:21]([C:23]2[CH:28]=[CH:27][CH:26]=[CH:25][CH:24]=2)[CH:20]=[CH:19][C:11]=1[C:12]([O:14][C:15]([CH3:18])([CH3:17])[CH3:16])=[O:13].C(=O)([O-])[O-].[K+].[K+].Cl, predict the reaction product. The product is: [CH2:1]([NH:9][C:10]1[CH:22]=[C:21]([C:23]2[CH:24]=[CH:25][CH:26]=[CH:27][CH:28]=2)[CH:20]=[CH:19][C:11]=1[C:12]([O:14][C:15]([CH3:18])([CH3:17])[CH3:16])=[O:13])[C:2]1[CH:7]=[CH:6][CH:5]=[CH:4][CH:3]=1. (7) The product is: [Cl:1][C:2]1[CH:8]=[CH:7][C:5]([N:6]=[C:10]=[O:11])=[CH:4][C:3]=1[F:9]. Given the reactants [Cl:1][C:2]1[CH:8]=[CH:7][C:5]([NH2:6])=[CH:4][C:3]=1[F:9].[C:10](=O)(O)[O-:11].[Na+].ClC(Cl)(OC(=O)OC(Cl)(Cl)Cl)Cl, predict the reaction product. (8) Given the reactants [CH:1]1([C:7]2[C:8]3[CH:9]=[CH:10][C:11]([C:31]([NH:33][S:34]([N:37]([CH2:39][CH:40](OC)[O:41]C)[CH3:38])(=[O:36])=[O:35])=[O:32])=[CH:12][C:13]=3[N:14]3[C:21]=2[C:20]2[CH:22]=[CH:23][CH:24]=[CH:25][C:19]=2[O:18][CH2:17][C@@H:16]([O:26][CH2:27][CH2:28][NH:29][CH3:30])[CH2:15]3)[CH2:6][CH2:5][CH2:4][CH2:3][CH2:2]1.C(O)(C(F)(F)F)=O.O, predict the reaction product. The product is: [CH:1]1([C:7]2[C:8]3[CH:9]=[CH:10][C:11]([C:31]([NH:33][S:34]([N:37]([CH3:38])[CH2:39][CH:40]=[O:41])(=[O:35])=[O:36])=[O:32])=[CH:12][C:13]=3[N:14]3[C:21]=2[C:20]2[CH:22]=[CH:23][CH:24]=[CH:25][C:19]=2[O:18][CH2:17][C@@H:16]([O:26][CH2:27][CH2:28][NH:29][CH3:30])[CH2:15]3)[CH2:6][CH2:5][CH2:4][CH2:3][CH2:2]1. (9) Given the reactants [CH:1]1([CH2:4][N:5]2[C:9]3[CH:10]=[CH:11][C:12]([S:14]([CH2:17][CH:18]4[CH2:23][CH2:22][NH:21][CH2:20][CH2:19]4)(=[O:16])=[O:15])=[CH:13][C:8]=3[N:7]=[C:6]2[CH2:24][C:25]([CH3:28])([CH3:27])[CH3:26])[CH2:3][CH2:2]1.Cl.Cl[C:31]1[CH:36]=[CH:35][N:34]=[CH:33][CH:32]=1.C(N(CC)CC)C, predict the reaction product. The product is: [CH:1]1([CH2:4][N:5]2[C:9]3[CH:10]=[CH:11][C:12]([S:14]([CH2:17][CH:18]4[CH2:19][CH2:20][N:21]([C:31]5[CH:36]=[CH:35][N:34]=[CH:33][CH:32]=5)[CH2:22][CH2:23]4)(=[O:15])=[O:16])=[CH:13][C:8]=3[N:7]=[C:6]2[CH2:24][C:25]([CH3:28])([CH3:27])[CH3:26])[CH2:2][CH2:3]1.